Dataset: Peptide-MHC class I binding affinity with 185,985 pairs from IEDB/IMGT. Task: Regression. Given a peptide amino acid sequence and an MHC pseudo amino acid sequence, predict their binding affinity value. This is MHC class I binding data. (1) The peptide sequence is KEGCQKILSVL. The MHC is Mamu-A11 with pseudo-sequence Mamu-A11. The binding affinity (normalized) is 0.466. (2) The peptide sequence is LEGLADAIW. The MHC is HLA-B18:01 with pseudo-sequence HLA-B18:01. The binding affinity (normalized) is 0.581. (3) The peptide sequence is KTAVVVTRY. The MHC is HLA-A01:01 with pseudo-sequence HLA-A01:01. The binding affinity (normalized) is 0.434. (4) The peptide sequence is LTAVCMKCFK. The MHC is HLA-A11:01 with pseudo-sequence HLA-A11:01. The binding affinity (normalized) is 0.809. (5) The peptide sequence is HAAVRRNAF. The MHC is HLA-A02:06 with pseudo-sequence HLA-A02:06. The binding affinity (normalized) is 0.0847. (6) The peptide sequence is NTFPNITLK. The MHC is HLA-A03:01 with pseudo-sequence HLA-A03:01. The binding affinity (normalized) is 0.633. (7) The peptide sequence is TSRYWEPEFY. The MHC is HLA-A26:01 with pseudo-sequence HLA-A26:01. The binding affinity (normalized) is 0.0416. (8) The peptide sequence is QQYTDEAPY. The MHC is HLA-B27:05 with pseudo-sequence HLA-B27:05. The binding affinity (normalized) is 0.0847. (9) The peptide sequence is FLKDVMESM. The MHC is HLA-A03:01 with pseudo-sequence HLA-A03:01. The binding affinity (normalized) is 0.0847. (10) The peptide sequence is LVGKLNWASQIY. The MHC is HLA-A11:01 with pseudo-sequence HLA-A11:01. The binding affinity (normalized) is 0.162.